Dataset: Experimentally validated miRNA-target interactions with 360,000+ pairs, plus equal number of negative samples. Task: Binary Classification. Given a miRNA mature sequence and a target amino acid sequence, predict their likelihood of interaction. (1) The miRNA is mmu-miR-345-5p with sequence GCUGACCCCUAGUCCAGUGCUU. The protein sequence of the target gene is MAASPHTISSRLLTGSVGGCIWYLERRAIQGLPHRVTRLFRNVSNQWVTLQHLSFLKRMYVTQLHRGLSQRVKPKPEPPASPFLEHTSSGQARADEDELPSFPAPSRPLSRKPNEELVELEATSIVDHSLDTAKEKKEERQWKEMKLHTDDLPGILARLSKIKLTALVVSTTSAGFALAPGPFDWSCFLLTSLGTGLASCAANSINQFFEVPFDSNMNRTKNRPLVRGQISPLLAVSFATCCAVPGVALLTWGVNPLTGALGVFNIFLYTCCYTPLKRVSITNTWVGAVVGAIPPVMGWT.... Result: 1 (interaction). (2) The miRNA is mmu-miR-17-5p with sequence CAAAGUGCUUACAGUGCAGGUAG. The protein sequence of the target gene is MRSSDDQPSGGTTVLQRLLQEQLRYGNPSENRSLLAIHQQATGNSSPFSTGSGNQGPQNDVLSSQDHHQQQLVAHPARQEPQGQEIQSENGVMEKQLSPRMQNNEELPTYEEAKVQSQYFRGQQHASVGAAFYVTGVTNQKMRTEGRPSVQRLTPGKMHQDEGLRDLKQGHVRSLSERLMQMSLATSGVKAHPPVTSAPLSPPQPNDLYKNATSSSEFYKAQGPPPSQHSLKGMEHRGPPPEYPFKGVPSQSVVCKSQEPGHFYSEHRLNQPGRTEGQLMRYQHPPEYGAARATQDISSL.... Result: 1 (interaction). (3) The miRNA is hsa-miR-3615 with sequence UCUCUCGGCUCCUCGCGGCUC. The protein sequence of the target gene is MFWKFDLHTSSHLDTLLEREDLSLPELLDEEDVLQECKVVNRKLLDFLLQPPHLQAMVAWVTQEPPDSGEERLRYKYPSVACEILTSDVPQINDALGADESLLNRLYGFLQSTGSLNPLLASFFSKVMGILINRKTDQLVSFLRKKDDFVDLLLQHIGTSAIMDLLLRLLTCVERPQLRQDVVNWLNEEKIVQRLIEQIHPSKDENQHSNASQSLCDIIRLSREQMIQVQDSPEPDQLLATLEKQETIEQLLSNMFEGEQSQSVIVSGIQVLLTLLEPRRPRSESVTVNSFFSSVDGQLE.... Result: 1 (interaction). (4) Result: 0 (no interaction). The miRNA is hsa-miR-211-5p with sequence UUCCCUUUGUCAUCCUUCGCCU. The protein sequence of the target gene is MAEGEELLPLSTSGGDSWEKDLEEALEAGGCDLETLRNIIQGRPLPAELRAKVWKIALNVAGKGDSLASWDGILDLPEQNTIHKDCLEFIEQLSVPEEKAAELLLDIESVITFYCKSRSVKYSTSLSWIHLLKPLICLQLPRSDLYNCFYAVMNKYIPRDCSLKGRPFHLFRLLIQYHEPELCSFLDTKKITPDSYALNWLGSLFAHYCSTEVTQAIWDGYLQQADPFFIYFLMLIILVNTKEVILAQESDSKEEVIRFLESTPASLNLEDIEDLFSLAQYYCSKTPASFRKDNHHLFGS.... (5) The miRNA is hsa-miR-3162-5p with sequence UUAGGGAGUAGAAGGGUGGGGAG. The protein sequence of the target gene is MAQFVRNLVEKTPALVNAAVTYSKPRLATFWYYAKVELVPPTPAEIPRAIQSLKKIVNSAQTGSFKQLTVKEAVLNGLVATEVLMWFYVGEIIGKRGIIGYDV. Result: 0 (no interaction). (6) The protein sequence of the target gene is MAKRNAEKELTDRNWDQEDEAEEVGTFSMASEEVLKNRAIKKAKRRNVGFESDTGGAFKGFKGLVVPSGGGRFSGFGSGAGGKPLEGLSNGNNITSAPPFASAKAAADPKVAFGSLAANGPTTLVDKVSNPKTNGDSQQPSSSGLASSKACVGNAYHKQLAALNCSVRDWIVKHVNTNPLCDLTPIFKDYEKYLANIEQQHGNSGRNSESESNKVAAETQSPSLFGSTKLQQESTFLFHGNKTEDTPDKKMEVASEKKTDPSSLGATSASFNFGKKVDSSVLGSLSSVPLTGFSFSPGNS.... Result: 1 (interaction). The miRNA is hsa-miR-4282 with sequence UAAAAUUUGCAUCCAGGA.